From a dataset of Reaction yield outcomes from USPTO patents with 853,638 reactions. Predict the reaction yield, written as a fraction of the theoretical maximum amount of product (1.0 means a 100% yield; for example, 0.34 means a 34% yield). The reactants are FC(F)(F)C(O)=O.[C:8]1([C:29]2[CH:34]=[CH:33][CH:32]=[CH:31][CH:30]=2)[CH:13]=[CH:12][C:11]([CH2:14][C@H:15]([NH:21]C(=O)OC(C)(C)C)[C:16]([N:18]([CH3:20])[CH3:19])=[O:17])=[CH:10][CH:9]=1. The catalyst is C(Cl)Cl. The product is [NH2:21][C@@H:15]([CH2:14][C:11]1[CH:10]=[CH:9][C:8]([C:29]2[CH:30]=[CH:31][CH:32]=[CH:33][CH:34]=2)=[CH:13][CH:12]=1)[C:16]([N:18]([CH3:20])[CH3:19])=[O:17]. The yield is 0.970.